Regression/Classification. Given a drug SMILES string, predict its absorption, distribution, metabolism, or excretion properties. Task type varies by dataset: regression for continuous measurements (e.g., permeability, clearance, half-life) or binary classification for categorical outcomes (e.g., BBB penetration, CYP inhibition). Dataset: cyp2d6_veith. From a dataset of CYP2D6 inhibition data for predicting drug metabolism from PubChem BioAssay. The molecule is O=C1c2cccc([N+](=O)[O-])c2C(=O)N1c1ncn[nH]1. The result is 0 (non-inhibitor).